Dataset: Catalyst prediction with 721,799 reactions and 888 catalyst types from USPTO. Task: Predict which catalyst facilitates the given reaction. (1) Reactant: [CH2:1]([N:8]1[CH2:13][CH2:12][CH:11]([N:14]2[CH:22]=[N:21][C:20]3[C:15]2=[N:16][C:17](Cl)=[N:18][C:19]=3[N:23]2[CH2:28][CH2:27][O:26][CH2:25][CH2:24]2)[CH2:10][CH2:9]1)[C:2]1[CH:7]=[CH:6][CH:5]=[CH:4][CH:3]=1.C([O-])(O)=O.[Na+].[NH2:35][C:36]1(B(O)O)[N:41]=[CH:40][CH:39]=[CH:38][NH:37]1. Product: [CH2:1]([N:8]1[CH2:13][CH2:12][CH:11]([N:14]2[CH:22]=[N:21][C:20]3[C:15]2=[N:16][C:17]([C:39]2[CH:38]=[N:37][C:36]([NH2:35])=[N:41][CH:40]=2)=[N:18][C:19]=3[N:23]2[CH2:28][CH2:27][O:26][CH2:25][CH2:24]2)[CH2:10][CH2:9]1)[C:2]1[CH:7]=[CH:6][CH:5]=[CH:4][CH:3]=1. The catalyst class is: 73. (2) Reactant: [F:1][C:2]1[CH:7]=[CH:6][C:5]([N:8]2[C:11](=[O:12])[C@H:10]([S:13][CH2:14][C:15]([C:17]3[CH:22]=[CH:21][C:20]([F:23])=[CH:19][CH:18]=3)=[O:16])[C@H:9]2[C:24]2[CH:41]=[CH:40][C:27]([O:28][CH2:29][C:30]([NH:32][C@@H:33]([C:37]([OH:39])=O)[CH:34]([CH3:36])[CH3:35])=[O:31])=[CH:26][CH:25]=2)=[CH:4][CH:3]=1.Cl.C([O:47][CH2:48][C@@H:49]([C:51]([O:53]C(C)(C)C)=[O:52])[NH2:50])(C)(C)C.CN1CCOCC1.CN(C(ON1N=NC2C=CC=CC1=2)=[N+](C)C)C.[B-](F)(F)(F)F.C(N(CC)CC)C.[BH4-].[Na+].C([O-])(=O)C.[NH4+]. Product: [F:1][C:2]1[CH:3]=[CH:4][C:5]([N:8]2[C:11](=[O:12])[C@H:10]([S:13][CH2:14][CH:15]([C:17]3[CH:22]=[CH:21][C:20]([F:23])=[CH:19][CH:18]=3)[OH:16])[C@H:9]2[C:24]2[CH:41]=[CH:40][C:27]([O:28][CH2:29][C:30]([NH:32][C@@H:33]([C:37]([NH:50][C@H:49]([C:51]([OH:53])=[O:52])[CH2:48][OH:47])=[O:39])[CH:34]([CH3:35])[CH3:36])=[O:31])=[CH:26][CH:25]=2)=[CH:6][CH:7]=1. The catalyst class is: 2. (3) Reactant: [Br:1][C:2]1[CH:11]=[CH:10][C:5]([O:6][CH2:7][CH2:8][OH:9])=[C:4]([C:12]([F:15])([F:14])[F:13])[CH:3]=1.C(N(CC)CC)C.[CH3:23][S:24](Cl)(=[O:26])=[O:25]. Product: [CH3:23][S:24]([O:9][CH2:8][CH2:7][O:6][C:5]1[CH:10]=[CH:11][C:2]([Br:1])=[CH:3][C:4]=1[C:12]([F:13])([F:14])[F:15])(=[O:26])=[O:25]. The catalyst class is: 2.